Dataset: Full USPTO retrosynthesis dataset with 1.9M reactions from patents (1976-2016). Task: Predict the reactants needed to synthesize the given product. (1) Given the product [CH3:32][O:31][C:29]([C@@H:25]1[CH2:26][CH2:27][CH2:28][C@H:24]1[C:22](=[O:23])[C:21]1[CH:20]=[CH:19][C:18]([C:5]2[CH:4]=[N:3][C:2]([NH2:1])=[CH:7][CH:6]=2)=[CH:34][CH:33]=1)=[O:30], predict the reactants needed to synthesize it. The reactants are: [NH2:1][C:2]1[CH:7]=[CH:6][C:5](B2OC(C)(C)C(C)(C)O2)=[CH:4][N:3]=1.Br[C:18]1[CH:34]=[CH:33][C:21]([C:22]([C@@H:24]2[CH2:28][CH2:27][CH2:26][C@H:25]2[C:29]([O:31][CH3:32])=[O:30])=[O:23])=[CH:20][CH:19]=1.[F-].[K+].C(COC)OC. (2) Given the product [F:18][C:19]1[CH:20]=[C:21]2[C:25](=[CH:26][CH:27]=1)[NH:24][C:23](=[O:28])[C:22]2=[CH:29][NH:17][C:14]1[CH:13]=[CH:12][C:11]([O:10][CH2:9][CH:5]2[CH2:6][CH2:7][CH2:8][N:3]([CH3:2])[CH2:4]2)=[CH:16][CH:15]=1, predict the reactants needed to synthesize it. The reactants are: Cl.[CH3:2][N:3]1[CH2:8][CH2:7][CH2:6][CH:5]([CH2:9][O:10][C:11]2[CH:16]=[CH:15][C:14]([NH2:17])=[CH:13][CH:12]=2)[CH2:4]1.[F:18][C:19]1[CH:20]=[C:21]2[C:25](=[CH:26][CH:27]=1)[NH:24][C:23](=[O:28])[C:22]2=[CH:29]O.CCN(CC)CC. (3) Given the product [Si:14]([O:1][C:2]1[CH:3]=[C:4]([C:8]2[CH:13]=[CH:12][CH:11]=[CH:10][N:9]=2)[CH:5]=[CH:6][CH:7]=1)([C:17]([CH3:20])([CH3:19])[CH3:18])([CH3:16])[CH3:15], predict the reactants needed to synthesize it. The reactants are: [OH:1][C:2]1[CH:3]=[C:4]([C:8]2[CH:13]=[CH:12][CH:11]=[CH:10][N:9]=2)[CH:5]=[CH:6][CH:7]=1.[Si:14](Cl)([C:17]([CH3:20])([CH3:19])[CH3:18])([CH3:16])[CH3:15]. (4) Given the product [CH3:30][N:31]1[CH2:36][CH2:35][N:34]([C:25]2[CH:24]=[C:23]([CH:28]=[CH:27][CH:26]=2)[CH:22]=[C:19]2[CH2:20][CH2:21][N:16]([CH2:15][CH2:14][O:13][C:9]3[CH:8]=[CH:7][CH:6]=[C:5]4[C:10]=3[CH:11]=[CH:12][C:3]([C:1]#[N:2])=[N:4]4)[CH2:17][CH2:18]2)[CH2:33][CH2:32]1, predict the reactants needed to synthesize it. The reactants are: [C:1]([C:3]1[CH:12]=[CH:11][C:10]2[C:5](=[CH:6][CH:7]=[CH:8][C:9]=2[O:13][CH2:14][CH2:15][N:16]2[CH2:21][CH2:20][C:19](=[CH:22][C:23]3[CH:24]=[C:25](Br)[CH:26]=[CH:27][CH:28]=3)[CH2:18][CH2:17]2)[N:4]=1)#[N:2].[CH3:30][N:31]1[CH2:36][CH2:35][NH:34][CH2:33][CH2:32]1. (5) The reactants are: [CH2:1]([O:6][C:7]1[CH:8]=[C:9]([CH:24]=[CH:25][CH:26]=1)[CH2:10][CH:11]1[CH:15]([C:16]2[CH:21]=[CH:20][CH:19]=[C:18]([Cl:22])[CH:17]=2)[O:14]C(=O)[NH:12]1)[C:2]([CH3:5])([CH3:4])[CH3:3].[OH-].[Na+]. Given the product [NH2:12][CH:11]([CH2:10][C:9]1[CH:24]=[CH:25][CH:26]=[C:7]([O:6][CH2:1][C:2]([CH3:5])([CH3:4])[CH3:3])[CH:8]=1)[CH:15]([C:16]1[CH:21]=[CH:20][CH:19]=[C:18]([Cl:22])[CH:17]=1)[OH:14], predict the reactants needed to synthesize it. (6) Given the product [ClH:1].[Cl:1][C:2]1[CH:7]=[CH:6][C:5]([O:8][CH:9]2[CH2:11][CH2:10]2)=[CH:4][C:3]=1[C:12]1[N:13]=[CH:14][C:15]([NH:18][C:19](=[O:27])[C:20]2[C:25]([CH3:26])=[CH:24][CH:23]=[N:22][CH:21]=2)=[N:16][CH:17]=1, predict the reactants needed to synthesize it. The reactants are: [Cl:1][C:2]1[CH:7]=[CH:6][C:5]([O:8][CH:9]2[CH2:11][CH2:10]2)=[CH:4][C:3]=1[C:12]1[N:13]=[CH:14][C:15]([NH:18][C:19](=[O:27])[C:20]2[C:25]([CH3:26])=[CH:24][CH:23]=[N:22][CH:21]=2)=[N:16][CH:17]=1.Cl.